From a dataset of Full USPTO retrosynthesis dataset with 1.9M reactions from patents (1976-2016). Predict the reactants needed to synthesize the given product. (1) Given the product [CH2:20]([O:1][C:2]1[CH:3]=[C:4]([CH2:10][C:11]([OH:13])=[O:12])[CH:5]=[CH:6][C:7]=1[O:8][CH3:9])[CH3:21], predict the reactants needed to synthesize it. The reactants are: [OH:1][C:2]1[CH:3]=[C:4]([CH2:10][C:11]([OH:13])=[O:12])[CH:5]=[CH:6][C:7]=1[O:8][CH3:9].C(=O)([O-])[O-].[Cs+].[Cs+].[CH2:20](I)[CH3:21].[OH-].[Li+]. (2) Given the product [F:65][C:58]1[C:59]([F:64])=[C:60]([F:63])[CH:61]=[CH:62][C:57]=1[NH:54][C:55](=[O:56])[NH:32][C:33]1[CH:34]=[CH:35][C:36]([C:39]2[S:43][C:42]([CH:44]3[CH2:45][CH2:46][CH:47]([C:50]([O:52][CH3:53])=[O:51])[CH2:48][CH2:49]3)=[N:41][CH:40]=2)=[CH:37][CH:38]=1, predict the reactants needed to synthesize it. The reactants are: FC(F)(F)C1C=C(NC(=O)NC2C=CC(C3SC(CCC(OC)=O)=NC=3)=CC=2)C=CC=1.[NH2:32][C:33]1[CH:38]=[CH:37][C:36]([C:39]2[S:43][C:42]([CH:44]3[CH2:49][CH2:48][CH:47]([C:50]([O:52][CH3:53])=[O:51])[CH2:46][CH2:45]3)=[N:41][CH:40]=2)=[CH:35][CH:34]=1.[N:54]([C:57]1[CH:62]=[CH:61][C:60]([F:63])=[C:59]([F:64])[C:58]=1[F:65])=[C:55]=[O:56]. (3) Given the product [CH3:1][O:2][C:3]([C:5]1[C:9]2[CH:10]=[CH:11][C:12]([B:23]3[O:27][C:26]([CH3:29])([CH3:28])[C:25]([CH3:31])([CH3:30])[O:24]3)=[CH:13][C:8]=2[O:7][C:6]=1[CH3:22])=[O:4], predict the reactants needed to synthesize it. The reactants are: [CH3:1][O:2][C:3]([C:5]1[C:9]2[CH:10]=[CH:11][C:12](OS(C(F)(F)F)(=O)=O)=[CH:13][C:8]=2[O:7][C:6]=1[CH3:22])=[O:4].[B:23]1([B:23]2[O:27][C:26]([CH3:29])([CH3:28])[C:25]([CH3:31])([CH3:30])[O:24]2)[O:27][C:26]([CH3:29])([CH3:28])[C:25]([CH3:31])([CH3:30])[O:24]1.[F-].[Cs+]. (4) Given the product [Br:1][C:2]1[CH:3]=[C:4]([CH:7]=[CH:8][C:9]=1[O:10][CH2:22][CH2:23][F:24])[C:5]#[N:6], predict the reactants needed to synthesize it. The reactants are: [Br:1][C:2]1[CH:3]=[C:4]([CH:7]=[CH:8][C:9]=1[OH:10])[C:5]#[N:6].CS(C)=O.C(=O)([O-])[O-].[K+].[K+].Br[CH2:22][CH2:23][F:24]. (5) Given the product [Si:1]([O:8][C@H:9]([CH3:35])[C@@H:10]([NH:25][C:26]1[CH:31]=[CH:30][C:29]([C:32]#[N:33])=[C:28]([Cl:34])[CH:27]=1)[C:11]1[O:12][C:15]([C:16]2[CH:17]=[CH:18][C:19]([C:22]#[N:23])=[CH:20][CH:21]=2)=[N:14][N:13]=1)([C:4]([CH3:6])([CH3:5])[CH3:7])([CH3:3])[CH3:2], predict the reactants needed to synthesize it. The reactants are: [Si:1]([O:8][C@H:9]([CH3:35])[C@@H:10]([NH:25][C:26]1[CH:31]=[CH:30][C:29]([C:32]#[N:33])=[C:28]([Cl:34])[CH:27]=1)[C:11]([NH:13][NH:14][C:15](=O)[C:16]1[CH:21]=[CH:20][C:19]([C:22]#[N:23])=[CH:18][CH:17]=1)=[O:12])([C:4]([CH3:7])([CH3:6])[CH3:5])([CH3:3])[CH3:2].C1C=CC(P(C2C=CC=CC=2)C2C=CC=CC=2)=CC=1.II.CCN(CC)CC. (6) Given the product [NH2:23][C:20]1[N:21]=[CH:22][C:17]([NH:16][C:14]2[N:13]=[CH:12][C:7]3[CH2:8][C:9](=[O:11])[NH:10][C:4]4[CH:3]=[C:2]([Cl:1])[CH:31]=[CH:30][C:5]=4[C:6]=3[N:15]=2)=[CH:18][CH:19]=1, predict the reactants needed to synthesize it. The reactants are: [Cl:1][C:2]1[CH:31]=[CH:30][C:5]2[C:6]3[N:15]=[C:14]([NH:16][C:17]4[CH:18]=[CH:19][C:20]([NH:23]C(=O)C(C)(C)C)=[N:21][CH:22]=4)[N:13]=[CH:12][C:7]=3[CH2:8][C:9](=[O:11])[NH:10][C:4]=2[CH:3]=1.Cl.C([O-])([O-])=O.[K+].[K+].